Dataset: Peptide-MHC class I binding affinity with 185,985 pairs from IEDB/IMGT. Task: Regression. Given a peptide amino acid sequence and an MHC pseudo amino acid sequence, predict their binding affinity value. This is MHC class I binding data. (1) The peptide sequence is STNIRQAGVQYSR. The MHC is HLA-A68:02 with pseudo-sequence HLA-A68:02. The binding affinity (normalized) is 0. (2) The peptide sequence is FVLLNNRWI. The MHC is H-2-Db with pseudo-sequence H-2-Db. The binding affinity (normalized) is 0.692. (3) The peptide sequence is MMSCSSEAT. The MHC is HLA-A02:01 with pseudo-sequence HLA-A02:01. The binding affinity (normalized) is 0.347. (4) The peptide sequence is TGNLIAPWY. The MHC is Mamu-A02 with pseudo-sequence Mamu-A02. The binding affinity (normalized) is 0.486. (5) The peptide sequence is IVGAETFYV. The MHC is HLA-A02:02 with pseudo-sequence HLA-A02:02. The binding affinity (normalized) is 0.619. (6) The MHC is HLA-C07:01 with pseudo-sequence HLA-C07:01. The peptide sequence is YSLEYFQFVKK. The binding affinity (normalized) is 0.0847. (7) The peptide sequence is LQDDFDFNY. The MHC is HLA-B15:01 with pseudo-sequence HLA-B15:01. The binding affinity (normalized) is 0.0847.